From a dataset of Experimental lipophilicity measurements (octanol/water distribution) for 4,200 compounds from AstraZeneca. Regression/Classification. Given a drug SMILES string, predict its absorption, distribution, metabolism, or excretion properties. Task type varies by dataset: regression for continuous measurements (e.g., permeability, clearance, half-life) or binary classification for categorical outcomes (e.g., BBB penetration, CYP inhibition). For this dataset (lipophilicity_astrazeneca), we predict Y. (1) The drug is Cc1cnc(Nc2ccc(N3CCN(C)CC3)cc2)nc1Nc1cccc(S(=O)(=O)NC(C)(C)C)c1. The Y is 2.84 logD. (2) The molecule is CC(C)OC(=O)c1cn(Cc2c(F)cccc2F)c2sc(-c3ccc(NC(=O)C(C)C)cc3)c(CN(C)Cc3ccccc3)c2c1=O. The Y is 3.50 logD. (3) The compound is CCS(=O)(=O)c1ccc(-c2cc(Cl)ccc2OCC(=O)O)c(C)c1. The Y is -0.650 logD. (4) The molecule is CN1CCC(c2cc(N3CCOCC3)nc(-c3cccc4[nH]ccc34)n2)(S(C)(=O)=O)CC1. The Y is 1.90 logD. (5) The compound is O=C(CC12CC3CC(CC(C3)C1)C2)Nc1ccc2[nH]ncc2c1. The Y is 4.03 logD. (6) The drug is CN(C)C(=O)[C@H](Cc1ccccc1)NC(=O)c1cc2ccsc2[nH]1. The Y is 3.10 logD. (7) The compound is C=CCc1cc(NC(C)=O)ccc1OCCCNC(C)C. The Y is -0.0100 logD. (8) The Y is 4.05 logD. The compound is Cc1ccc(C(NC(=O)c2ccccc2O)C(=O)Nc2c(C)cccc2C)s1.